Dataset: Peptide-MHC class I binding affinity with 185,985 pairs from IEDB/IMGT. Task: Regression. Given a peptide amino acid sequence and an MHC pseudo amino acid sequence, predict their binding affinity value. This is MHC class I binding data. (1) The peptide sequence is TQGRQTYDW. The MHC is HLA-A29:02 with pseudo-sequence HLA-A29:02. The binding affinity (normalized) is 0.0833. (2) The peptide sequence is RVLGRVLPY. The MHC is HLA-A26:03 with pseudo-sequence HLA-A26:03. The binding affinity (normalized) is 0.0847. (3) The peptide sequence is DPNFHQAVM. The MHC is HLA-A02:12 with pseudo-sequence HLA-A02:12. The binding affinity (normalized) is 0.0847.